From a dataset of Forward reaction prediction with 1.9M reactions from USPTO patents (1976-2016). Predict the product of the given reaction. (1) Given the reactants [NH2:1][C:2]1[CH:6]=[C:5]([C:7]2[CH:12]=[CH:11][C:10]([Cl:13])=[CH:9][CH:8]=2)[S:4][C:3]=1[C:14]([O:16][CH3:17])=[O:15].[Li+].C[Si]([N-][Si](C)(C)C)(C)C.[CH3:28][C:29]([O:32][C:33](O[C:33]([O:32][C:29]([CH3:31])([CH3:30])[CH3:28])=[O:34])=[O:34])([CH3:31])[CH3:30], predict the reaction product. The product is: [C:29]([O:32][C:33]([N:1]([C:33]([O:32][C:29]([CH3:31])([CH3:30])[CH3:28])=[O:34])[C:2]1[CH:6]=[C:5]([C:7]2[CH:8]=[CH:9][C:10]([Cl:13])=[CH:11][CH:12]=2)[S:4][C:3]=1[C:14]([O:16][CH3:17])=[O:15])=[O:34])([CH3:31])([CH3:30])[CH3:28]. (2) Given the reactants [CH3:1][O:2][CH2:3][C:4]1[C:13]2[C:8](=[CH:9][CH:10]=[CH:11][CH:12]=2)[C:7]([C:14]([NH:16][C:17]2[C:18]([C:23]([NH:25][CH2:26][CH:27]3[CH2:32][CH2:31][CH2:30][CH2:29][N:28]3C(OC(C)(C)C)=O)=[O:24])=[N:19][CH:20]=[CH:21][CH:22]=2)=[O:15])=[CH:6][CH:5]=1.[C:40]([OH:46])([C:42]([F:45])([F:44])[F:43])=[O:41], predict the reaction product. The product is: [CH3:1][O:2][CH2:3][C:4]1[C:13]2[C:8](=[CH:9][CH:10]=[CH:11][CH:12]=2)[C:7]([C:14]([NH:16][C:17]2[C:18]([C:23]([NH:25][CH2:26][CH:27]3[CH2:32][CH2:31][CH2:30][CH2:29][NH:28]3)=[O:24])=[N:19][CH:20]=[CH:21][CH:22]=2)=[O:15])=[CH:6][CH:5]=1.[C:40]([OH:46])([C:42]([F:45])([F:44])[F:43])=[O:41]. (3) Given the reactants [CH3:1][O:2][C:3]1[CH:4]=[C:5]2[C:10](=[CH:11][C:12]=1[O:13][CH3:14])[N:9]=[CH:8][CH:7]=[C:6]2[O:15][C:16]1[CH:22]=[CH:21][C:19]([NH2:20])=[C:18]([CH3:23])[C:17]=1[CH3:24].[C:25]1([CH3:31])[CH:30]=[CH:29][CH:28]=[CH:27][CH:26]=1.C(N(CC)CC)C.ClC(Cl)([O:42][C:43](=[O:49])OC(Cl)(Cl)Cl)Cl.COC1C=[CH:63][C:56]([CH:57](O)C(C)(C)C)=[CH:55]C=1, predict the reaction product. The product is: [CH3:1][O:2][C:3]1[CH:4]=[C:5]2[C:10](=[CH:11][C:12]=1[O:13][CH3:14])[N:9]=[CH:8][CH:7]=[C:6]2[O:15][C:16]1[CH:22]=[CH:21][C:19]([NH:20][C:43](=[O:49])[O:42][CH2:31][C:25]2[CH:30]=[CH:29][C:28]([C:56]([CH3:63])([CH3:57])[CH3:55])=[CH:27][CH:26]=2)=[C:18]([CH3:23])[C:17]=1[CH3:24]. (4) Given the reactants [F:1][C:2]1[CH:3]=[C:4]([NH:8][CH2:9][C:10]2[CH:15]=[C:14]([F:16])[C:13]([F:17])=[C:12]([F:18])[CH:11]=2)[CH:5]=[CH:6][CH:7]=1.[Cl:19][C:20](Cl)([O:22]C(=O)OC(Cl)(Cl)Cl)Cl, predict the reaction product. The product is: [F:1][C:2]1[CH:3]=[C:4]([N:8]([CH2:9][C:10]2[CH:15]=[C:14]([F:16])[C:13]([F:17])=[C:12]([F:18])[CH:11]=2)[C:20]([Cl:19])=[O:22])[CH:5]=[CH:6][CH:7]=1.